Dataset: Full USPTO retrosynthesis dataset with 1.9M reactions from patents (1976-2016). Task: Predict the reactants needed to synthesize the given product. (1) Given the product [ClH:2].[ClH:1].[Cl:2][C:3]1[CH:4]=[CH:5][C:6]2[N:12]([CH2:13][C:14]([CH3:16])([CH3:17])[CH3:15])[C:11](=[O:18])[C@@H:10]([CH2:19][C:20](=[O:21])[N:54]3[CH2:59][CH2:58][NH:57][CH2:56][CH2:55]3)[O:9][C@H:8]([C:23]3[CH:28]=[CH:27][CH:26]=[C:25]([O:29][CH2:30][CH2:31][CH2:32][N:33]([CH3:43])[CH2:34][CH2:35][CH2:36][C:37]4[CH:42]=[CH:41][CH:40]=[CH:39][CH:38]=4)[C:24]=3[O:44][CH3:45])[C:7]=2[CH:46]=1, predict the reactants needed to synthesize it. The reactants are: [ClH:1].[Cl:2][C:3]1[CH:4]=[CH:5][C:6]2[N:12]([CH2:13][C:14]([CH3:17])([CH3:16])[CH3:15])[C:11](=[O:18])[C@@H:10]([CH2:19][C:20](O)=[O:21])[O:9][C@H:8]([C:23]3[CH:28]=[CH:27][CH:26]=[C:25]([O:29][CH2:30][CH2:31][CH2:32][N:33]([CH3:43])[CH2:34][CH2:35][CH2:36][C:37]4[CH:42]=[CH:41][CH:40]=[CH:39][CH:38]=4)[C:24]=3[O:44][CH3:45])[C:7]=2[CH:46]=1.C(OC([N:54]1[CH2:59][CH2:58][NH:57][CH2:56][CH2:55]1)=O)(C)(C)C. (2) Given the product [CH2:28]([N:35]([CH2:36][C:37]1[CH:46]=[CH:45][C:44]2[C:39](=[CH:40][CH:41]=[C:42]([OH:47])[CH:43]=2)[CH:38]=1)[C:7]([C:6]1[C:5]2[CH:10]=[CH:11][CH:12]=[CH:13][C:4]=2[O:3][C:2]=1[CH3:1])=[O:8])[C:29]1[CH:30]=[CH:31][CH:32]=[CH:33][CH:34]=1, predict the reactants needed to synthesize it. The reactants are: [CH3:1][C:2]1[O:3][C:4]2[CH:13]=[CH:12][CH:11]=[CH:10][C:5]=2[C:6]=1[C:7](Cl)=[O:8].CNCC1C=C2C(=CC=1)C=C(O)C=C2.[CH2:28]([NH:35][CH2:36][C:37]1[CH:38]=[C:39]2[C:44](=[CH:45][CH:46]=1)[CH:43]=[C:42]([OH:47])[CH:41]=[CH:40]2)[C:29]1[CH:34]=[CH:33][CH:32]=[CH:31][CH:30]=1.C(OCC)(=O)C. (3) Given the product [C:1]([O:5][C:6]([NH:8][C@@H:9]([C:48]([CH3:50])([S:51][CH3:54])[CH3:49])[C:10]([N:12]1[C@H:21]([C:22](=[O:34])[NH:23][C@H:24]2[C:33]3[C:28](=[CH:29][CH:30]=[CH:31][CH:32]=3)[CH2:27][CH2:26][CH2:25]2)[CH2:20][C:19]2[C:14](=[CH:15][C:16]([NH:35][C:36]([C:38]3[CH:39]=[CH:40][C:41]([C:42]([O:44][CH3:45])=[O:43])=[CH:46][CH:47]=3)=[O:37])=[CH:17][CH:18]=2)[CH2:13]1)=[O:11])=[O:7])([CH3:4])([CH3:2])[CH3:3], predict the reactants needed to synthesize it. The reactants are: [C:1]([O:5][C:6]([NH:8][C@@H:9]([C:48]([SH:51])([CH3:50])[CH3:49])[C:10]([N:12]1[C@H:21]([C:22](=[O:34])[NH:23][C@H:24]2[C:33]3[C:28](=[CH:29][CH:30]=[CH:31][CH:32]=3)[CH2:27][CH2:26][CH2:25]2)[CH2:20][C:19]2[C:14](=[CH:15][C:16]([NH:35][C:36]([C:38]3[CH:47]=[CH:46][C:41]([C:42]([O:44][CH3:45])=[O:43])=[CH:40][CH:39]=3)=[O:37])=[CH:17][CH:18]=2)[CH2:13]1)=[O:11])=[O:7])([CH3:4])([CH3:3])[CH3:2].IC.[CH3:54]CN(C(C)C)C(C)C. (4) Given the product [N+:1]([C:4]1[CH:5]=[C:6]([CH:7]=[CH:8][C:9]=1[C:10]1[S:11][CH:12]=[CH:13][CH:14]=1)[CH:15]=[O:16])([O-:3])=[O:2], predict the reactants needed to synthesize it. The reactants are: [N+:1]([C:4]1[CH:5]=[C:6]([CH:15]2OCC[O:16]2)[CH:7]=[CH:8][C:9]=1[C:10]1[S:11][CH:12]=[CH:13][CH:14]=1)([O-:3])=[O:2].O. (5) Given the product [CH:10]([S:9][C:5]1[N:4]=[C:3]([CH2:2][O:26][C:24]2[CH:23]=[CH:22][C:21]3[CH:17]([CH2:16][C:15]([OH:27])=[O:14])[CH2:18][O:19][C:20]=3[CH:25]=2)[CH:8]=[CH:7][CH:6]=1)([CH3:12])[CH3:11], predict the reactants needed to synthesize it. The reactants are: Cl[CH2:2][C:3]1[CH:8]=[CH:7][CH:6]=[C:5]([S:9][CH:10]([CH3:12])[CH3:11])[N:4]=1.C[O:14][C:15](=[O:27])[CH2:16][CH:17]1[C:21]2[CH:22]=[CH:23][C:24]([OH:26])=[CH:25][C:20]=2[O:19][CH2:18]1. (6) Given the product [O:2]1[C:6]2[CH:7]=[CH:8][CH:9]=[C:10]([CH:11]3[CH2:16][CH2:15][N:14]([CH2:17][CH2:18][C@H:19]4[CH2:20][CH2:21][C@H:22]([NH:25][C:34](=[O:35])[CH2:33][C:27]5([OH:26])[CH2:32][CH2:31][CH2:30][CH2:29][CH2:28]5)[CH2:23][CH2:24]4)[CH2:13][CH2:12]3)[C:5]=2[O:4][CH2:3]1, predict the reactants needed to synthesize it. The reactants are: Cl.[O:2]1[C:6]2[CH:7]=[CH:8][CH:9]=[C:10]([CH:11]3[CH2:16][CH2:15][N:14]([CH2:17][CH2:18][C@H:19]4[CH2:24][CH2:23][C@H:22]([NH2:25])[CH2:21][CH2:20]4)[CH2:13][CH2:12]3)[C:5]=2[O:4][CH2:3]1.[OH:26][C:27]1([CH2:33][C:34](O)=[O:35])[CH2:32][CH2:31][CH2:30][CH2:29][CH2:28]1.